From a dataset of Catalyst prediction with 721,799 reactions and 888 catalyst types from USPTO. Predict which catalyst facilitates the given reaction. (1) Reactant: [Si:1]([O:8][CH:9]([CH2:12][C@H:13]1[CH2:24][CH2:23][C:22]2[S:21][C:20]3[C:15](=[C:16]([NH:25][CH:26]4[CH2:31][CH2:30][CH:29]([N:32]5[CH2:37][CH2:36][O:35][CH2:34][CH2:33]5)[CH2:28][CH2:27]4)[N:17]=[CH:18][N:19]=3)[C:14]1=2)[C:10]#[N:11])([C:4]([CH3:7])([CH3:6])[CH3:5])([CH3:3])[CH3:2].[OH:38][Li].O.OO. Product: [Si:1]([O:8][CH:9]([CH2:12][C@H:13]1[CH2:24][CH2:23][C:22]2[S:21][C:20]3[C:15](=[C:16]([NH:25][CH:26]4[CH2:27][CH2:28][CH:29]([N:32]5[CH2:33][CH2:34][O:35][CH2:36][CH2:37]5)[CH2:30][CH2:31]4)[N:17]=[CH:18][N:19]=3)[C:14]1=2)[C:10]([NH2:11])=[O:38])([C:4]([CH3:6])([CH3:7])[CH3:5])([CH3:3])[CH3:2]. The catalyst class is: 5. (2) Reactant: C([O:4][CH2:5][C@@H:6]1[C@@H:11]([O:12]C(=O)C)[C@H:10]([OH:16])[C@H:9]([OH:17])[C@@H:8]([C:18]2[CH:23]=[CH:22][C:21]([C:24]3[CH:29]=[CH:28][CH:27]=[C:26]([C@@H:30]4[C@@H:35]([OH:36])[C@@H:34]([OH:37])[C@H:33]([OH:38])[C@@H:32]([CH2:39][OH:40])[O:31]4)[CH:25]=3)=[CH:20][CH:19]=2)[O:7]1)(=O)C.CO[Na]. Product: [C:24]1([C:21]2[CH:20]=[CH:19][C:18]([C@H:8]3[O:7][C@H:6]([CH2:5][OH:4])[C@@H:11]([OH:12])[C@H:10]([OH:16])[C@@H:9]3[OH:17])=[CH:23][CH:22]=2)[CH:29]=[CH:28][CH:27]=[C:26]([C@H:30]2[O:31][C@H:32]([CH2:39][OH:40])[C@@H:33]([OH:38])[C@H:34]([OH:37])[C@@H:35]2[OH:36])[CH:25]=1. The catalyst class is: 5. (3) Reactant: I[C:2]1[C:3]([C:25]2[CH:30]=[CH:29][N:28]=[CH:27][CH:26]=2)=[N:4][N:5]2[C:10]([C:11]3[CH:12]=[N:13][C:14]([N:17]4[CH2:22][C@@H:21]5[CH2:23][C@H:18]4[CH2:19][N:20]5[CH3:24])=[CH:15][CH:16]=3)=[CH:9][CH:8]=[N:7][C:6]=12.C(=O)([O-])[O-].[Na+].[Na+].CC1(C)C(C)(C)OB([C:45]2[CH:53]=[CH:52][CH:51]=[C:50]3[C:46]=2[CH:47]=[N:48][NH:49]3)O1. Product: [NH:49]1[C:50]2[C:46](=[C:45]([C:2]3[C:3]([C:25]4[CH:26]=[CH:27][N:28]=[CH:29][CH:30]=4)=[N:4][N:5]4[C:10]([C:11]5[CH:12]=[N:13][C:14]([N:17]6[CH2:22][C@@H:21]7[CH2:23][C@H:18]6[CH2:19][N:20]7[CH3:24])=[CH:15][CH:16]=5)=[CH:9][CH:8]=[N:7][C:6]=34)[CH:53]=[CH:52][CH:51]=2)[CH:47]=[N:48]1. The catalyst class is: 564. (4) Reactant: [C@H:1]12[CH2:7][C@H:4]([NH:5][CH2:6]1)[CH2:3][N:2]2[CH2:8][CH2:9][NH:10][C@:11]12[CH2:46][CH2:45][C@@H:44]([C:47]([CH3:49])=[CH2:48])[C@@H:12]1[C@@H:13]1[C@@:26]([CH3:29])([CH2:27][CH2:28]2)[C@@:25]2([CH3:30])[C@@H:16]([C@:17]3([CH3:43])[C@@H:22]([CH2:23][CH2:24]2)[C:21]([CH3:32])([CH3:31])[C:20]([C:33]2[CH:42]=[CH:41][C:36]([C:37]([O:39][CH3:40])=[O:38])=[CH:35][CH:34]=2)=[CH:19][CH2:18]3)[CH2:15][CH2:14]1.C(N(CC)CC)C.[CH3:57][S:58](Cl)(=[O:60])=[O:59]. Product: [CH3:29][C@:26]12[C@@:25]3([CH3:30])[C@@H:16]([C@:17]4([CH3:43])[C@@H:22]([CH2:23][CH2:24]3)[C:21]([CH3:31])([CH3:32])[C:20]([C:33]3[CH:42]=[CH:41][C:36]([C:37]([O:39][CH3:40])=[O:38])=[CH:35][CH:34]=3)=[CH:19][CH2:18]4)[CH2:15][CH2:14][C@@H:13]1[C@H:12]1[C@H:44]([C:47]([CH3:49])=[CH2:48])[CH2:45][CH2:46][C@:11]1([NH:10][CH2:9][CH2:8][N:2]1[CH2:3][C@@H:4]3[CH2:7][C@H:1]1[CH2:6][N:5]3[S:58]([CH3:57])(=[O:60])=[O:59])[CH2:28][CH2:27]2. The catalyst class is: 2. (5) Reactant: [CH3:1][N:2]1[CH2:15][CH2:14][C:5]2[NH:6][C:7]3[CH:8]=[CH:9][C:10]([CH3:13])=[CH:11][C:12]=3[C:4]=2[CH2:3]1.[OH-].[K+].[C:18]1([NH2:24])[CH:23]=[CH:22][CH:21]=[CH:20][CH:19]=1.[CH2:25](Cl)Cl. Product: [CH3:1][N:2]1[CH2:15][CH2:14][C:5]2[N:6]([CH2:25][NH:24][C:18]3[CH:23]=[CH:22][CH:21]=[CH:20][CH:19]=3)[C:7]3[CH:8]=[CH:9][C:10]([CH3:13])=[CH:11][C:12]=3[C:4]=2[CH2:3]1. The catalyst class is: 6. (6) Reactant: Cl.[CH3:2][N:3]([CH3:10])[CH2:4][CH2:5][CH2:6][C:7](O)=[O:8].CN(C(ON1N=NC2C=CC=NC1=2)=[N+](C)C)C.F[P-](F)(F)(F)(F)F.C(N(C(C)C)C(C)C)C.[O:44]1[CH2:49][CH2:48][O:47][CH2:46][CH:45]1[C:50]1[C:58]2[S:57][C:56]([NH2:59])=[N:55][C:54]=2[C:53]([O:60][CH3:61])=[CH:52][CH:51]=1. Product: [CH3:2][N:3]([CH3:10])[CH2:4][CH2:5][CH2:6][C:7]([NH:59][C:56]1[S:57][C:58]2[C:50]([CH:45]3[CH2:46][O:47][CH2:48][CH2:49][O:44]3)=[CH:51][CH:52]=[C:53]([O:60][CH3:61])[C:54]=2[N:55]=1)=[O:8]. The catalyst class is: 396.